The task is: Regression. Given two drug SMILES strings and cell line genomic features, predict the synergy score measuring deviation from expected non-interaction effect.. This data is from NCI-60 drug combinations with 297,098 pairs across 59 cell lines. (1) Drug 1: CC1=C(C=C(C=C1)NC(=O)C2=CC=C(C=C2)CN3CCN(CC3)C)NC4=NC=CC(=N4)C5=CN=CC=C5. Drug 2: CC12CCC3C(C1CCC2O)C(CC4=C3C=CC(=C4)O)CCCCCCCCCS(=O)CCCC(C(F)(F)F)(F)F. Cell line: NCI-H522. Synergy scores: CSS=-1.13, Synergy_ZIP=-0.176, Synergy_Bliss=0.111, Synergy_Loewe=-2.32, Synergy_HSA=-1.58. (2) Drug 1: C1CC(=O)NC(=O)C1N2CC3=C(C2=O)C=CC=C3N. Synergy scores: CSS=17.3, Synergy_ZIP=-2.39, Synergy_Bliss=3.81, Synergy_Loewe=-4.23, Synergy_HSA=5.67. Cell line: NCIH23. Drug 2: CCC1(C2=C(COC1=O)C(=O)N3CC4=CC5=C(C=CC(=C5CN(C)C)O)N=C4C3=C2)O.Cl. (3) Drug 1: CC1C(C(CC(O1)OC2CC(CC3=C2C(=C4C(=C3O)C(=O)C5=C(C4=O)C(=CC=C5)OC)O)(C(=O)C)O)N)O.Cl. Drug 2: C1=NC2=C(N=C(N=C2N1C3C(C(C(O3)CO)O)O)F)N. Cell line: K-562. Synergy scores: CSS=12.7, Synergy_ZIP=-10.2, Synergy_Bliss=-4.08, Synergy_Loewe=-21.2, Synergy_HSA=-4.24. (4) Drug 1: COC1=NC(=NC2=C1N=CN2C3C(C(C(O3)CO)O)O)N. Drug 2: CCC1(CC2CC(C3=C(CCN(C2)C1)C4=CC=CC=C4N3)(C5=C(C=C6C(=C5)C78CCN9C7C(C=CC9)(C(C(C8N6C)(C(=O)OC)O)OC(=O)C)CC)OC)C(=O)OC)O.OS(=O)(=O)O. Cell line: NCI-H460. Synergy scores: CSS=52.7, Synergy_ZIP=1.51, Synergy_Bliss=0.843, Synergy_Loewe=0.711, Synergy_HSA=0.991. (5) Cell line: SR. Drug 2: CC1=C(C(CCC1)(C)C)C=CC(=CC=CC(=CC(=O)O)C)C. Drug 1: CNC(=O)C1=CC=CC=C1SC2=CC3=C(C=C2)C(=NN3)C=CC4=CC=CC=N4. Synergy scores: CSS=64.4, Synergy_ZIP=7.01, Synergy_Bliss=6.86, Synergy_Loewe=-21.2, Synergy_HSA=4.34.